Dataset: Reaction yield outcomes from USPTO patents with 853,638 reactions. Task: Predict the reaction yield, written as a fraction of the theoretical maximum amount of product (1.0 means a 100% yield; for example, 0.34 means a 34% yield). The reactants are I[CH2:2][C@@H:3]([CH3:16])[CH2:4][N:5]1[C:14]2[C:9](=[CH:10][CH:11]=[CH:12][CH:13]=2)[CH:8]=[CH:7][C:6]1=[O:15].[CH2:17]([O:20][CH:21]1[CH2:26][CH2:25][NH:24][CH2:23][CH2:22]1)[CH2:18][CH3:19]. The catalyst is CC#N. The product is [CH3:16][C@H:3]([CH2:2][N:24]1[CH2:25][CH2:26][CH:21]([O:20][CH2:17][CH2:18][CH3:19])[CH2:22][CH2:23]1)[CH2:4][N:5]1[C:14]2[C:9](=[CH:10][CH:11]=[CH:12][CH:13]=2)[CH:8]=[CH:7][C:6]1=[O:15]. The yield is 0.170.